Dataset: Catalyst prediction with 721,799 reactions and 888 catalyst types from USPTO. Task: Predict which catalyst facilitates the given reaction. Reactant: [NH2:1][CH:2]([C:37]1[CH:42]=[CH:41][C:40]([Cl:43])=[CH:39][CH:38]=1)[CH2:3][N:4]([CH2:15][C:16]1[CH:21]=[C:20]([C:22]([F:25])([F:24])[F:23])[CH:19]=[CH:18][C:17]=1[C:26]1[CH:31]=[C:30]([CH:32]([CH3:34])[CH3:33])[CH:29]=[CH:28][C:27]=1[O:35][CH3:36])[C:5](=[O:14])OCC1C=CC=CC=1.C[Si]([N-][Si](C)(C)C)(C)C.[K+]. Product: [Cl:43][C:40]1[CH:41]=[CH:42][C:37]([CH:2]2[CH2:3][N:4]([CH2:15][C:16]3[CH:21]=[C:20]([C:22]([F:23])([F:24])[F:25])[CH:19]=[CH:18][C:17]=3[C:26]3[CH:31]=[C:30]([CH:32]([CH3:33])[CH3:34])[CH:29]=[CH:28][C:27]=3[O:35][CH3:36])[C:5](=[O:14])[NH:1]2)=[CH:38][CH:39]=1. The catalyst class is: 182.